Predict the reactants needed to synthesize the given product. From a dataset of Full USPTO retrosynthesis dataset with 1.9M reactions from patents (1976-2016). (1) Given the product [CH:3]1([CH3:8])[CH2:4][CH2:5][CH:127]([CH:54]([CH3:55])[CH3:53])[CH:128]([OH:129])[CH2:2]1.[CH2:57]([N:60]=[C:65]=[S:132])[CH:56]=[CH2:55].[CH3:53][CH:54](/[CH:59]=[CH:137]/[CH2:138][CH2:140][CH2:142][CH2:144][C:146]([NH:9][CH2:6][C:105]1[CH:106]=[CH:101][C:102]([OH:111])=[C:103]([O:110][CH3:121])[CH:104]=1)=[O:147])[CH3:55].[CH3:146][C:144]([CH:142]1[C:31]2([CH3:33])[CH2:30][CH2:28][CH:27]3[C:102]4([CH3:101])[CH2:103][CH2:104][CH:105]([O:108][S:132]([OH:135])(=[O:133])=[O:134])[CH2:106][C:29]4=[CH:24][CH2:25][CH:26]3[CH:137]2[CH2:138][CH2:140]1)=[O:145], predict the reactants needed to synthesize it. The reactants are: [Ca].[CH3:2][C:3]1[CH:8]=C[C:6]([N:9](CC(OC)=O)CC(OC)=O)=[C:5](OCCO[C:24]2[CH:29]=[C:28]3[CH:30]=[C:31]([C:33]4OC(C(OC)=O)=CN=4)O[C:27]3=[CH:26][C:25]=2N(CC(OC)=O)CC(OC)=O)[CH:4]=1.[CH3:53][C:54]1[CH:59]=C[C:57]([N:60]([CH2:65]C(O)=O)CC(O)=O)=[C:56](OCCOC2C=C3C=C(C4OC(C(O)=O)=CN=4)OC3=CC=2N(CC(O)=O)CC(O)=O)[CH:55]=1.[Na+].[Cl-].[CH2:101](O)[C@@H:102]([OH:111])[C@@H:103]([OH:110])[C@H:104](O)[C@H:105]([OH:108])[CH2:106]O.[Cl-].[K+].[Mg+2].[Cl-].[Cl-].[Cl-].[Cl-].[Ca+2].[CH2:121]1N([CH2:127][CH2:128][OH:129])CCN(CC[S:132]([OH:135])(=[O:134])=[O:133])C1.O=[CH:137][C@@H:138]([C@H:140]([C@@H:142]([C@@H:144]([CH2:146][OH:147])[OH:145])O)O)O. (2) Given the product [Cl:2][C:3]1[CH:4]=[C:5]2[C:9](=[CH:10][CH:11]=1)[NH:8][CH:7]=[C:6]2[CH2:12][CH2:13][NH:14][C:27]([CH:24]1[CH2:25][CH2:26][N:22]([C:17]2[CH:18]=[CH:19][CH:20]=[CH:21][C:16]=2[Cl:15])[C:23]1=[O:30])=[O:28], predict the reactants needed to synthesize it. The reactants are: Cl.[Cl:2][C:3]1[CH:4]=[C:5]2[C:9](=[CH:10][CH:11]=1)[NH:8][CH:7]=[C:6]2[CH2:12][CH2:13][NH2:14].[Cl:15][C:16]1[CH:21]=[CH:20][CH:19]=[CH:18][C:17]=1[N:22]1[CH2:26][CH2:25][CH:24]([C:27](O)=[O:28])[C:23]1=[O:30].[Cl:15][C:16]1[CH:21]=[CH:20][CH:19]=[CH:18][C:17]=1[N:22]1[CH2:26][CH2:25][CH:24]([C:27](O)=[O:28])[C:23]1=[O:30].C1CN([P+](ON2N=NC3C=CC=CC2=3)(N2CCCC2)N2CCCC2)CC1.F[P-](F)(F)(F)(F)F.C(N(CC)C(C)C)(C)C. (3) Given the product [C:45]([CH2:44][N:7]1[C:2](=[O:1])[C:3]2[C:10]([C:11]3[CH:12]=[CH:13][CH:14]=[CH:15][CH:16]=3)=[C:9]([C:17]3[CH:22]=[CH:21][C:20]([C:23]4([NH:27][C:28](=[O:34])[O:29][C:30]([CH3:31])([CH3:33])[CH3:32])[CH2:24][CH2:25][CH2:26]4)=[CH:19][CH:18]=3)[O:8][C:4]=2[N:5]=[CH:6]1)#[N:46], predict the reactants needed to synthesize it. The reactants are: [O:1]=[C:2]1[NH:7][CH:6]=[N:5][C:4]2[O:8][C:9]([C:17]3[CH:22]=[CH:21][C:20]([C:23]4([NH:27][C:28](=[O:34])[O:29][C:30]([CH3:33])([CH3:32])[CH3:31])[CH2:26][CH2:25][CH2:24]4)=[CH:19][CH:18]=3)=[C:10]([C:11]3[CH:16]=[CH:15][CH:14]=[CH:13][CH:12]=3)[C:3]1=2.C([O-])([O-])=O.[K+].[K+].[Na+].[I-].Br[CH2:44][C:45]#[N:46]. (4) Given the product [NH2:1][C:2]1[S:3][C:4]([C:17]2[CH:22]=[CH:21][CH:20]=[C:19]([F:23])[CH:18]=2)=[C:5]([C:7]([N:9]2[CH2:14][C@H:13]3[C@H:11]([CH2:12]3)[C@H:10]2[CH2:15][NH:16][C:34]([C:27]2[C:28]3[C:33](=[CH:32][CH:31]=[CH:30][CH:29]=3)[N:25]([CH3:24])[C:26]=2[CH3:37])=[O:35])=[O:8])[N:6]=1, predict the reactants needed to synthesize it. The reactants are: [NH2:1][C:2]1[S:3][C:4]([C:17]2[CH:22]=[CH:21][CH:20]=[C:19]([F:23])[CH:18]=2)=[C:5]([C:7]([N:9]2[CH2:14][C@H:13]3[C@H:11]([CH2:12]3)[C@H:10]2[CH2:15][NH2:16])=[O:8])[N:6]=1.[CH3:24][N:25]1[C:33]2[C:28](=[CH:29][CH:30]=[CH:31][CH:32]=2)[C:27]([C:34](O)=[O:35])=[C:26]1[CH3:37].